This data is from NCI-60 drug combinations with 297,098 pairs across 59 cell lines. The task is: Regression. Given two drug SMILES strings and cell line genomic features, predict the synergy score measuring deviation from expected non-interaction effect. (1) Drug 1: CC1=C2C(C(=O)C3(C(CC4C(C3C(C(C2(C)C)(CC1OC(=O)C(C(C5=CC=CC=C5)NC(=O)OC(C)(C)C)O)O)OC(=O)C6=CC=CC=C6)(CO4)OC(=O)C)OC)C)OC. Drug 2: CC1CCC2CC(C(=CC=CC=CC(CC(C(=O)C(C(C(=CC(C(=O)CC(OC(=O)C3CCCCN3C(=O)C(=O)C1(O2)O)C(C)CC4CCC(C(C4)OC)OCCO)C)C)O)OC)C)C)C)OC. Cell line: 786-0. Synergy scores: CSS=52.1, Synergy_ZIP=3.51, Synergy_Bliss=1.73, Synergy_Loewe=3.73, Synergy_HSA=6.77. (2) Drug 1: COC1=CC(=CC(=C1O)OC)C2C3C(COC3=O)C(C4=CC5=C(C=C24)OCO5)OC6C(C(C7C(O6)COC(O7)C8=CC=CS8)O)O. Drug 2: CN(CC1=CN=C2C(=N1)C(=NC(=N2)N)N)C3=CC=C(C=C3)C(=O)NC(CCC(=O)O)C(=O)O. Cell line: SF-539. Synergy scores: CSS=32.7, Synergy_ZIP=1.66, Synergy_Bliss=2.83, Synergy_Loewe=-4.79, Synergy_HSA=5.24. (3) Drug 1: C1=C(C(=O)NC(=O)N1)F. Drug 2: C1=NC2=C(N1)C(=S)N=CN2. Cell line: DU-145. Synergy scores: CSS=35.5, Synergy_ZIP=-13.1, Synergy_Bliss=-17.1, Synergy_Loewe=-12.6, Synergy_HSA=-9.85. (4) Drug 1: C1=NC2=C(N1)C(=S)N=CN2. Drug 2: CN(CCCl)CCCl.Cl. Cell line: SK-MEL-5. Synergy scores: CSS=18.8, Synergy_ZIP=-6.25, Synergy_Bliss=1.59, Synergy_Loewe=-1.22, Synergy_HSA=2.25. (5) Drug 1: CS(=O)(=O)OCCCCOS(=O)(=O)C. Drug 2: COCCOC1=C(C=C2C(=C1)C(=NC=N2)NC3=CC=CC(=C3)C#C)OCCOC.Cl. Cell line: NCI-H322M. Synergy scores: CSS=24.4, Synergy_ZIP=6.14, Synergy_Bliss=6.78, Synergy_Loewe=-9.64, Synergy_HSA=4.66. (6) Drug 1: C1CN1P(=S)(N2CC2)N3CC3. Drug 2: C1C(C(OC1N2C=NC(=NC2=O)N)CO)O. Cell line: ACHN. Synergy scores: CSS=62.1, Synergy_ZIP=1.96, Synergy_Bliss=4.21, Synergy_Loewe=6.84, Synergy_HSA=8.00. (7) Drug 1: CC(CN1CC(=O)NC(=O)C1)N2CC(=O)NC(=O)C2. Drug 2: CCN(CC)CCNC(=O)C1=C(NC(=C1C)C=C2C3=C(C=CC(=C3)F)NC2=O)C. Cell line: SF-539. Synergy scores: CSS=2.77, Synergy_ZIP=-5.17, Synergy_Bliss=-7.44, Synergy_Loewe=-6.49, Synergy_HSA=-6.30. (8) Drug 2: B(C(CC(C)C)NC(=O)C(CC1=CC=CC=C1)NC(=O)C2=NC=CN=C2)(O)O. Synergy scores: CSS=69.5, Synergy_ZIP=-2.93, Synergy_Bliss=-2.47, Synergy_Loewe=-2.40, Synergy_HSA=-0.102. Cell line: RPMI-8226. Drug 1: CC(C)CN1C=NC2=C1C3=CC=CC=C3N=C2N. (9) Drug 1: C1=CN(C=N1)CC(O)(P(=O)(O)O)P(=O)(O)O. Drug 2: CC1CCCC2(C(O2)CC(NC(=O)CC(C(C(=O)C(C1O)C)(C)C)O)C(=CC3=CSC(=N3)C)C)C. Cell line: RXF 393. Synergy scores: CSS=27.9, Synergy_ZIP=-0.511, Synergy_Bliss=-2.97, Synergy_Loewe=-19.7, Synergy_HSA=-2.08. (10) Drug 1: CC1OCC2C(O1)C(C(C(O2)OC3C4COC(=O)C4C(C5=CC6=C(C=C35)OCO6)C7=CC(=C(C(=C7)OC)O)OC)O)O. Drug 2: C1=CC(=C(C=C1I)F)NC2=C(C=CC(=C2F)F)C(=O)NOCC(CO)O. Cell line: OVCAR3. Synergy scores: CSS=20.4, Synergy_ZIP=-4.27, Synergy_Bliss=-4.20, Synergy_Loewe=1.27, Synergy_HSA=1.98.